Predict which catalyst facilitates the given reaction. From a dataset of Catalyst prediction with 721,799 reactions and 888 catalyst types from USPTO. (1) Reactant: [C:1]1([CH2:7][OH:8])[CH:6]=[CH:5][CH:4]=[CH:3][CH:2]=1.[CH3:9][C:10]1[C:14]([C:15]2[NH:19][C:18]3[CH:20]=[C:21]([CH2:24][C:25](Cl)=[O:26])[CH:22]=[CH:23][C:17]=3[N:16]=2)=[C:13]([CH3:28])[O:12][N:11]=1. Product: [CH3:9][C:10]1[C:14]([C:15]2[NH:19][C:18]3[CH:20]=[C:21]([CH2:24][C:25]([O:8][CH2:7][C:1]4[CH:6]=[CH:5][CH:4]=[CH:3][CH:2]=4)=[O:26])[CH:22]=[CH:23][C:17]=3[N:16]=2)=[C:13]([CH3:28])[O:12][N:11]=1. The catalyst class is: 4. (2) Reactant: [C:1]([O:5][C:6]([N:8]1[CH2:14][CH2:13][C:12]2[CH:15]=[C:16]([O:20][CH3:21])[C:17]([NH2:19])=[CH:18][C:11]=2[CH2:10][CH2:9]1)=[O:7])([CH3:4])([CH3:3])[CH3:2].[CH:22]1[C:27]([S:28](Cl)(=[O:30])=[O:29])=[CH:26][CH:25]=[C:24]([I:32])[CH:23]=1. Product: [C:1]([O:5][C:6]([N:8]1[CH2:9][CH2:10][C:11]2[CH:18]=[C:17]([NH:19][S:28]([C:27]3[CH:22]=[CH:23][C:24]([I:32])=[CH:25][CH:26]=3)(=[O:30])=[O:29])[C:16]([O:20][CH3:21])=[CH:15][C:12]=2[CH2:13][CH2:14]1)=[O:7])([CH3:4])([CH3:3])[CH3:2]. The catalyst class is: 272. (3) Reactant: [CH2:1]([N:8]1[C:16]2[C:11](=[C:12]([C:17]3[CH:22]=[CH:21][C:20]([OH:23])=[CH:19][CH:18]=3)[CH:13]=[CH:14][CH:15]=2)[C:10]([CH3:24])=[C:9]1[C:25]1[CH:30]=[CH:29][CH:28]=[CH:27][CH:26]=1)[C:2]1[CH:7]=[CH:6][CH:5]=[CH:4][CH:3]=1.C([O-])([O-])=O.[K+].[K+].Br[CH2:38][C:39]#[N:40]. Product: [CH2:1]([N:8]1[C:16]2[C:11](=[C:12]([C:17]3[CH:22]=[CH:21][C:20]([O:23][CH2:38][C:39]#[N:40])=[CH:19][CH:18]=3)[CH:13]=[CH:14][CH:15]=2)[C:10]([CH3:24])=[C:9]1[C:25]1[CH:30]=[CH:29][CH:28]=[CH:27][CH:26]=1)[C:2]1[CH:3]=[CH:4][CH:5]=[CH:6][CH:7]=1. The catalyst class is: 21. (4) Reactant: [Cl:1][C:2]1[N:11]=[C:10]([N:12]([C:14]2[CH:19]=[CH:18][C:17]([O:20]C)=[CH:16][CH:15]=2)[CH3:13])[C:9]2[C:4](=[CH:5][CH:6]=[CH:7][CH:8]=2)[N:3]=1.B(Br)(Br)Br. Product: [Cl:1][C:2]1[N:11]=[C:10]([N:12]([C:14]2[CH:15]=[CH:16][C:17]([OH:20])=[CH:18][CH:19]=2)[CH3:13])[C:9]2[C:4](=[CH:5][CH:6]=[CH:7][CH:8]=2)[N:3]=1. The catalyst class is: 96. (5) Reactant: [Cl:1][C:2]1[C:11]([NH:12][S:13]([C:16]2[CH:21]=[CH:20][CH:19]=[CH:18][C:17]=2[N+:22]([O-])=O)(=[O:15])=[O:14])=[C:10]2[C:5]([C:6]([O:25][CH3:26])=[CH:7][CH:8]=[N:9]2)=[CH:4][CH:3]=1.Cl[Sn]Cl. Product: [NH2:22][C:17]1[CH:18]=[CH:19][CH:20]=[CH:21][C:16]=1[S:13]([NH:12][C:11]1[C:2]([Cl:1])=[CH:3][CH:4]=[C:5]2[C:10]=1[N:9]=[CH:8][CH:7]=[C:6]2[O:25][CH3:26])(=[O:14])=[O:15]. The catalyst class is: 14. (6) Reactant: Cl[C:2]1[C:11]2[C:6](=[CH:7][C:8]([O:14][CH3:15])=[C:9]([O:12][CH3:13])[CH:10]=2)[N:5]=[CH:4][N:3]=1.C(N(C(C)C)CC)(C)C.[N:25]1([C:31]2[N:36]=[CH:35][C:34]([OH:37])=[CH:33][N:32]=2)[CH2:30][CH2:29][NH:28][CH2:27][CH2:26]1. Product: [CH3:13][O:12][C:9]1[CH:10]=[C:11]2[C:6](=[CH:7][C:8]=1[O:14][CH3:15])[N:5]=[CH:4][N:3]=[C:2]2[N:28]1[CH2:29][CH2:30][N:25]([C:31]2[N:32]=[CH:33][C:34]([OH:37])=[CH:35][N:36]=2)[CH2:26][CH2:27]1. The catalyst class is: 32. (7) Reactant: [N+:1]([C:4]1[CH:5]=[C:6]2[CH2:12][CH2:11][CH2:10][C:7]2=[N:8][CH:9]=1)([O-])=O. Product: [N:8]1[CH:9]=[C:4]([NH2:1])[CH:5]=[C:6]2[CH2:12][CH2:11][CH2:10][C:7]=12. The catalyst class is: 19. (8) Reactant: [C:1](Cl)(=[O:3])[CH3:2].Cl.[Cl:6][C:7]1[C:8]([F:38])=[C:9]([NH:13][C:14]2[C:23]3[C:18](=[CH:19][C:20]([O:36][CH3:37])=[C:21]([CH2:24][N:25]([CH3:35])[C:26]4([C:32]([NH2:34])=[O:33])[CH2:31][CH2:30][NH:29][CH2:28][CH2:27]4)[CH:22]=3)[N:17]=[CH:16][N:15]=2)[CH:10]=[CH:11][CH:12]=1.C(N(CC)CC)C. Product: [C:1]([N:29]1[CH2:30][CH2:31][C:26]([N:25]([CH2:24][C:21]2[CH:22]=[C:23]3[C:18](=[CH:19][C:20]=2[O:36][CH3:37])[N:17]=[CH:16][N:15]=[C:14]3[NH:13][C:9]2[CH:10]=[CH:11][CH:12]=[C:7]([Cl:6])[C:8]=2[F:38])[CH3:35])([C:32]([NH2:34])=[O:33])[CH2:27][CH2:28]1)(=[O:3])[CH3:2]. The catalyst class is: 4.